Dataset: Reaction yield outcomes from USPTO patents with 853,638 reactions. Task: Predict the reaction yield, written as a fraction of the theoretical maximum amount of product (1.0 means a 100% yield; for example, 0.34 means a 34% yield). (1) The reactants are N[C:2]1[N:7]=[C:6]([C:8]2[CH:13]=[CH:12][CH:11]=[CH:10][CH:9]=2)[CH:5]=[C:4]([C:14]2[CH:19]=[CH:18][CH:17]=[CH:16][CH:15]=2)[N:3]=1.[Br:20]Br.N([O-])=O.[Na+]. The catalyst is Br. The product is [Br:20][C:2]1[N:7]=[C:6]([C:8]2[CH:13]=[CH:12][CH:11]=[CH:10][CH:9]=2)[CH:5]=[C:4]([C:14]2[CH:19]=[CH:18][CH:17]=[CH:16][CH:15]=2)[N:3]=1. The yield is 0.820. (2) The reactants are Cl[C:2]1[C:7]2[O:8][CH2:9][CH2:10][N:11]([CH:12]3[CH2:17][CH2:16][N:15]([C:18]([O:20][CH:21]([CH3:23])[CH3:22])=[O:19])[CH2:14][CH2:13]3)[C:6]=2[N:5]=[CH:4][N:3]=1.[F:24][C:25]1[CH:26]=[C:27]([CH:30]=[CH:31][C:32]=1[OH:33])[C:28]#[N:29].C([O-])([O-])=O.[K+].[K+]. The catalyst is CN(C=O)C.CO. The product is [C:28]([C:27]1[CH:30]=[CH:31][C:32]([O:33][C:2]2[C:7]3[O:8][CH2:9][CH2:10][N:11]([CH:12]4[CH2:17][CH2:16][N:15]([C:18]([O:20][CH:21]([CH3:23])[CH3:22])=[O:19])[CH2:14][CH2:13]4)[C:6]=3[N:5]=[CH:4][N:3]=2)=[C:25]([F:24])[CH:26]=1)#[N:29]. The yield is 0.0772. (3) The reactants are [F:1][C:2]1[CH:3]=[C:4]([B:10]([OH:12])[OH:11])[CH:5]=[CH:6][C:7]=1[C:8]#[N:9].O[C:14]([C:17](O)([CH3:19])[CH3:18])([CH3:16])[CH3:15]. The catalyst is C1CCCCC1. The product is [F:1][C:2]1[CH:3]=[C:4]([B:10]2[O:12][C:17]([CH3:19])([CH3:18])[C:14]([CH3:16])([CH3:15])[O:11]2)[CH:5]=[CH:6][C:7]=1[C:8]#[N:9]. The yield is 0.856. (4) The reactants are C1(C[O:8][C:9](=[O:28])[C:10]2[CH:15]=[CH:14][C:13]([C:16]([F:19])([F:18])[F:17])=[CH:12][C:11]=2[O:20][CH2:21][CH:22]2[CH2:27][CH2:26][CH2:25][CH2:24][CH2:23]2)CCCCC1.[Li+].[OH-]. No catalyst specified. The product is [CH:22]1([CH2:21][O:20][C:11]2[CH:12]=[C:13]([C:16]([F:17])([F:18])[F:19])[CH:14]=[CH:15][C:10]=2[C:9]([OH:28])=[O:8])[CH2:27][CH2:26][CH2:25][CH2:24][CH2:23]1. The yield is 0.900. (5) The reactants are [Br:1][C:2]1[CH:7]=[CH:6][C:5]([NH:8][C:9]2[C:10]([C:17]([OH:19])=O)=[CH:11][N:12]([CH3:16])[C:13](=[O:15])[CH:14]=2)=[C:4]([F:20])[CH:3]=1.CCN=C=NCCCN(C)C.C1C=CC2N(O)N=NC=2C=1.[CH:42]([O:44][CH2:45][CH2:46][O:47][NH2:48])=[CH2:43].CCN(CC)CC. The catalyst is CN(C=O)C.CCOC(C)=O. The product is [CH:42]([O:44][CH2:45][CH2:46][O:47][NH:48][C:17]([C:10]1[C:9]([NH:8][C:5]2[CH:6]=[CH:7][C:2]([Br:1])=[CH:3][C:4]=2[F:20])=[CH:14][C:13](=[O:15])[N:12]([CH3:16])[CH:11]=1)=[O:19])=[CH2:43]. The yield is 0.520. (6) The reactants are [CH3:1][C:2]1[CH:7]=[C:6]([NH:8][CH:9]([C:14]2[CH:28]=[CH:27][C:17]([C:18]([NH:20][CH2:21][CH2:22][C:23]([O:25]C)=[O:24])=[O:19])=[CH:16][N:15]=2)[CH2:10][CH:11]([CH3:13])[CH3:12])[CH:5]=[C:4]([CH3:29])[C:3]=1[C:30]1[CH:35]=[CH:34][C:33]([C:36]([F:39])([F:38])[F:37])=[CH:32][CH:31]=1.[Li+].[OH-].Cl. The catalyst is O.O1CCCC1. The product is [CH3:1][C:2]1[CH:7]=[C:6]([NH:8][CH:9]([C:14]2[CH:28]=[CH:27][C:17]([C:18]([NH:20][CH2:21][CH2:22][C:23]([OH:25])=[O:24])=[O:19])=[CH:16][N:15]=2)[CH2:10][CH:11]([CH3:13])[CH3:12])[CH:5]=[C:4]([CH3:29])[C:3]=1[C:30]1[CH:35]=[CH:34][C:33]([C:36]([F:39])([F:38])[F:37])=[CH:32][CH:31]=1. The yield is 0.130. (7) The reactants are [C:1]([C:5]1[O:9][C:8]([CH3:10])=[C:7]([C:11]([OH:13])=O)[CH:6]=1)([CH3:4])([CH3:3])[CH3:2].[NH2:14][C@@H:15]1[C@H:19]2[O:20][CH2:21][C@H:22]([NH:23][C:24]([CH:26]3[CH2:28][CH2:27]3)=[O:25])[C@H:18]2[O:17][CH2:16]1. No catalyst specified. The product is [C:1]([C:5]1[O:9][C:8]([CH3:10])=[C:7]([C:11]([NH:14][C@H:15]2[CH2:16][O:17][C@@H:18]3[C@@H:22]([NH:23][C:24]([CH:26]4[CH2:27][CH2:28]4)=[O:25])[CH2:21][O:20][C@H:19]23)=[O:13])[CH:6]=1)([CH3:2])([CH3:3])[CH3:4]. The yield is 0.388. (8) The reactants are C([O:5][C:6]([C:8]1([CH2:13][CH2:14][CH2:15][CH2:16][C:17](=[O:34])[CH2:18][CH2:19][CH2:20][CH2:21][C:22]2([C:27]([O:29]CCCC)=[O:28])[CH2:26][CH2:25][CH2:24][CH2:23]2)[CH2:12][CH2:11][CH2:10][CH2:9]1)=[O:7])CCC.O[Li].O. No catalyst specified. The product is [C:27]([C:22]1([CH2:21][CH2:20][CH2:19][CH2:18][C:17](=[O:34])[CH2:16][CH2:15][CH2:14][CH2:13][C:8]2([C:6]([OH:7])=[O:5])[CH2:12][CH2:11][CH2:10][CH2:9]2)[CH2:23][CH2:24][CH2:25][CH2:26]1)([OH:29])=[O:28]. The yield is 0.950. (9) The reactants are [F:1][C:2]1[CH:3]=[C:4]([C:8]2[S:9][C:10]([NH:14][C:15](=[O:21])[CH:16]([CH3:20])[CH2:17][S:18][CH3:19])=[C:11]([CH3:13])[N:12]=2)[CH:5]=[N:6][CH:7]=1.[N:22]#[C:23][NH2:24].IC1C=CC=C(CC([O-])=[O:34])C=1CC([O-])=O. The catalyst is ClCCl. The product is [C:23]([N:24]=[S:18]([CH2:17][CH:16]([CH3:20])[C:15]([NH:14][C:10]1[S:9][C:8]([C:4]2[CH:5]=[N:6][CH:7]=[C:2]([F:1])[CH:3]=2)=[N:12][C:11]=1[CH3:13])=[O:21])([CH3:19])=[O:34])#[N:22]. The yield is 0.600. (10) The reactants are [NH2:1][C:2]1[N:7]=[CH:6][C:5]([C:8]2[C:13]([F:14])=[CH:12][C:11]([C:15]3[CH:20]=[CH:19][CH:18]=[CH:17][C:16]=3[S:21]CCC(OCC)=O)=[CH:10][CH:9]=2)=[CH:4][N:3]=1.CC([O-])(C)C.[K+].CO. The catalyst is C1COCC1. The product is [NH2:1][C:2]1[N:3]=[CH:4][C:5]([C:8]2[C:13]([F:14])=[CH:12][C:11]([C:15]3[C:16]([SH:21])=[CH:17][CH:18]=[CH:19][CH:20]=3)=[CH:10][CH:9]=2)=[CH:6][N:7]=1. The yield is 0.980.